From a dataset of Full USPTO retrosynthesis dataset with 1.9M reactions from patents (1976-2016). Predict the reactants needed to synthesize the given product. (1) Given the product [F:2][C:3]([F:15])([F:16])[C:4]1[CH:5]=[C:6]([CH2:7][CH2:8][C:9]([OH:11])=[O:10])[CH:12]=[CH:13][CH:14]=1, predict the reactants needed to synthesize it. The reactants are: O.[F:2][C:3]([F:16])([F:15])[C:4]1[CH:5]=[C:6]([CH:12]=[CH:13][CH:14]=1)[CH:7]=[CH:8][C:9]([OH:11])=[O:10].[H][H]. (2) Given the product [F:8][C:6]1[CH:7]=[C:2]([B:9]([OH:14])[OH:10])[CH:3]=[N:4][CH:5]=1, predict the reactants needed to synthesize it. The reactants are: Br[C:2]1[CH:3]=[N:4][CH:5]=[C:6]([F:8])[CH:7]=1.[B:9]([O-])([O-:14])[O:10]C(C)C.[Li]CCCC.